From a dataset of Reaction yield outcomes from USPTO patents with 853,638 reactions. Predict the reaction yield, written as a fraction of the theoretical maximum amount of product (1.0 means a 100% yield; for example, 0.34 means a 34% yield). (1) The reactants are Br[C:2]1[N:3]=[C:4]([CH2:7][N:8]2[CH:12]=[C:11]([C:13]([O:15][CH2:16][CH3:17])=[O:14])[CH:10]=[N:9]2)[S:5][CH:6]=1.[C:18]([C:21]1[CH:22]=[C:23](B(O)O)[CH:24]=[CH:25][CH:26]=1)(=[O:20])[CH3:19].C(=O)([O-])[O-].[K+].[K+].O. The catalyst is COCCOC.C1C=CC([P]([Pd]([P](C2C=CC=CC=2)(C2C=CC=CC=2)C2C=CC=CC=2)([P](C2C=CC=CC=2)(C2C=CC=CC=2)C2C=CC=CC=2)[P](C2C=CC=CC=2)(C2C=CC=CC=2)C2C=CC=CC=2)(C2C=CC=CC=2)C2C=CC=CC=2)=CC=1. The product is [C:18]([C:21]1[CH:26]=[C:25]([C:2]2[N:3]=[C:4]([CH2:7][N:8]3[CH:12]=[C:11]([C:13]([O:15][CH2:16][CH3:17])=[O:14])[CH:10]=[N:9]3)[S:5][CH:6]=2)[CH:24]=[CH:23][CH:22]=1)(=[O:20])[CH3:19]. The yield is 0.670. (2) The reactants are [NH2:1][C:2]1[CH:11]=[CH:10][C:5]([C:6]([O:8][CH3:9])=[O:7])=[C:4]([C:12]2[CH:17]=[CH:16][CH:15]=[C:14]([C:18]([O:20][C:21]([CH3:24])([CH3:23])[CH3:22])=[O:19])[CH:13]=2)[N:3]=1.[F:25][C:26]1([F:41])[O:30][C:29]2[CH:31]=[CH:32][C:33]([C:35]3([C:38](Cl)=[O:39])[CH2:37][CH2:36]3)=[CH:34][C:28]=2[O:27]1. The catalyst is N1C=CC=CC=1.C(Cl)Cl. The product is [C:21]([O:20][C:18]([C:14]1[CH:13]=[C:12]([C:4]2[N:3]=[C:2]([NH:1][C:38]([C:35]3([C:33]4[CH:32]=[CH:31][C:29]5[O:30][C:26]([F:41])([F:25])[O:27][C:28]=5[CH:34]=4)[CH2:37][CH2:36]3)=[O:39])[CH:11]=[CH:10][C:5]=2[C:6]([O:8][CH3:9])=[O:7])[CH:17]=[CH:16][CH:15]=1)=[O:19])([CH3:24])([CH3:23])[CH3:22]. The yield is 0.670. (3) The reactants are [N:1]1[CH:6]=[CH:5][CH:4]=[CH:3][C:2]=1[N:7]1[CH2:12][CH2:11][NH:10][CH2:9][CH2:8]1.[Cl:13][C:14]1[CH:19]=[CH:18][C:17]([NH:20][C:21](=[O:24])[CH2:22]Cl)=[CH:16][CH:15]=1.C(=O)([O-])[O-].[Na+].[Na+]. The catalyst is CN(C)C=O.O. The product is [Cl:13][C:14]1[CH:15]=[CH:16][C:17]([NH:20][C:21](=[O:24])[CH2:22][N:10]2[CH2:9][CH2:8][N:7]([C:2]3[CH:3]=[CH:4][CH:5]=[CH:6][N:1]=3)[CH2:12][CH2:11]2)=[CH:18][CH:19]=1. The yield is 0.850. (4) The reactants are O[CH2:2][CH2:3][O:4][C:5]1[CH:6]=[CH:7][C:8]([N:11]2[CH:15]=[CH:14][C:13]([C@H:16]([C:18]3[CH:27]=[CH:26][C:21]4[NH:22][C:23](=[O:25])[S:24][C:20]=4[CH:19]=3)[CH3:17])=[N:12]2)=[N:9][CH:10]=1.C(Br)(Br)(Br)[Br:29].C1(P(C2C=CC=CC=2)C2C=CC=CC=2)C=CC=CC=1.O. The catalyst is C(Cl)Cl. The product is [Br:29][CH2:2][CH2:3][O:4][C:5]1[CH:6]=[CH:7][C:8]([N:11]2[CH:15]=[CH:14][C:13]([C@H:16]([C:18]3[CH:27]=[CH:26][C:21]4[NH:22][C:23](=[O:25])[S:24][C:20]=4[CH:19]=3)[CH3:17])=[N:12]2)=[N:9][CH:10]=1. The yield is 0.430.